Dataset: Ames mutagenicity test results for genotoxicity prediction. Task: Regression/Classification. Given a drug SMILES string, predict its toxicity properties. Task type varies by dataset: regression for continuous values (e.g., LD50, hERG inhibition percentage) or binary classification for toxic/non-toxic outcomes (e.g., AMES mutagenicity, cardiotoxicity, hepatotoxicity). Dataset: ames. (1) The molecule is O=C(CCl)Nc1snc2ccccc12. The result is 1 (mutagenic). (2) The drug is Cn1c(N)nc2cc(O)ccc21. The result is 0 (non-mutagenic). (3) The compound is Nc1nc(-c2cc([N+](=O)[O-])cs2)cs1. The result is 1 (mutagenic). (4) The drug is O=c1[nH]c(=O)n(C2CC(O)C(CO)O2)cc1/C=C/Br. The result is 0 (non-mutagenic). (5) The molecule is [O-][N+](=Nc1ccc2c(c1)Cc1ccccc1-2)c1ccc2c(c1)Cc1ccccc1-2. The result is 0 (non-mutagenic). (6) The molecule is C=CCc1cc(OC)c2c(c1)OCO2. The result is 0 (non-mutagenic). (7) The molecule is CC(C)(C)CC(C)(C)c1ccc(O)cc1. The result is 0 (non-mutagenic).